Predict the reaction yield, written as a fraction of the theoretical maximum amount of product (1.0 means a 100% yield; for example, 0.34 means a 34% yield). From a dataset of Reaction yield outcomes from USPTO patents with 853,638 reactions. The reactants are [OH:1][C:2]1[CH:3]=[C:4]([NH:8][C:9](=[O:11])[CH3:10])[CH:5]=[CH:6][CH:7]=1.C(NC1C=C(OC(=O)C)C=CC=1)=O.[CH3:25][C:26](=[CH2:30])[CH2:27][CH2:28]O.CCOC(/N=N/C(OCC)=O)=O.C1C=CC(P(C2C=CC=CC=2)C2C=CC=CC=2)=CC=1. The catalyst is C1C=CC=CC=1.O. The product is [CH3:30][C:26](=[CH2:25])[CH2:27][CH2:28][O:1][C:2]1[CH:3]=[C:4]([NH:8][C:9](=[O:11])[CH3:10])[CH:5]=[CH:6][CH:7]=1. The yield is 0.520.